This data is from Forward reaction prediction with 1.9M reactions from USPTO patents (1976-2016). The task is: Predict the product of the given reaction. (1) Given the reactants [NH2:1][C:2]1[S:3][CH:4]=[CH:5][N:6]=1.Br[CH2:8][C:9]([C:11]1[CH:16]=[CH:15][CH:14]=[C:13]([O:17][CH3:18])[CH:12]=1)=O.[OH-].[NH4+], predict the reaction product. The product is: [CH3:18][O:17][C:13]1[CH:12]=[C:11]([C:9]2[N:1]=[C:2]3[N:6]([CH:8]=2)[CH:5]=[CH:4][S:3]3)[CH:16]=[CH:15][CH:14]=1. (2) Given the reactants [Br:1][C:2]1[CH:7]=[CH:6][C:5]([OH:8])=[CH:4][CH:3]=1.[OH-].[K+].Br[C:12]([CH3:21])([CH3:20])[C:13]([O:15][C:16]([CH3:19])([CH3:18])[CH3:17])=[O:14], predict the reaction product. The product is: [Br:1][C:2]1[CH:7]=[CH:6][C:5]([O:8][C:12]([CH3:21])([CH3:20])[C:13]([O:15][C:16]([CH3:19])([CH3:18])[CH3:17])=[O:14])=[CH:4][CH:3]=1. (3) Given the reactants CC/C(/C1C=CC=CC=1)=C(/C1C=CC(OCCNC)=CC=1)\C1C=CC=CC=1.[CH3:28][CH2:29]/[C:30](/[C:50]1[CH:51]=[CH:52][CH:53]=[C:54](O)[CH:55]=1)=[C:31](/[C:38]1[CH:39]=[CH:40][C:41]([O:44][CH2:45][CH2:46][N:47]([CH3:49])[CH3:48])=[CH:42][CH:43]=1)\[C:32]1[CH:33]=[CH:34][CH:35]=[CH:36][CH:37]=1.CC/C(/C1C=CC=CC=1)=C(/C1C=CC(OCCN(C)C)=CC=1)\C1C=CC(O)=CC=1.CC/C(/C1C=CC=CC=1)=C(/C1C=CC(OCCNC)=CC=1)\C1C=CC(O)=CC=1.CCC(C1C=CC(O)=CC=1)=C(C1C=CC(OCCNC)=CC=1)C1C=CC=CC=1, predict the reaction product. The product is: [CH3:28][CH2:29]/[C:30](/[C:50]1[CH:55]=[CH:54][CH:53]=[CH:52][CH:51]=1)=[C:31](/[C:38]1[CH:39]=[CH:40][C:41]([O:44][CH2:45][CH2:46][N:47]([CH3:49])[CH3:48])=[CH:42][CH:43]=1)\[C:32]1[CH:33]=[CH:34][CH:35]=[CH:36][CH:37]=1. (4) Given the reactants [OH:1][C:2]1[CH:3]=[C:4]([CH:7]=[CH:8][C:9]=1[O:10][CH2:11][CH3:12])[CH:5]=O.[CH3:13][C:14]([C:16]1[CH:21]=[C:20]([O:22][CH3:23])[C:19]([O:24][CH3:25])=[C:18]([O:26][CH3:27])[CH:17]=1)=[O:15].[OH-].[Na+], predict the reaction product. The product is: [OH:1][C:2]1[CH:3]=[C:4](/[CH:5]=[CH:13]/[C:14]([C:16]2[CH:17]=[C:18]([O:26][CH3:27])[C:19]([O:24][CH3:25])=[C:20]([O:22][CH3:23])[CH:21]=2)=[O:15])[CH:7]=[CH:8][C:9]=1[O:10][CH2:11][CH3:12]. (5) The product is: [CH2:1]([O:3][C:4](=[O:25])/[C:5](/[O:22][CH2:23][CH3:24])=[CH:6]/[C:7]1[CH:12]=[CH:11][C:10]([OH:13])=[CH:9][C:8]=1[CH3:21])[CH3:2]. Given the reactants [CH2:1]([O:3][C:4](=[O:25])/[C:5](/[O:22][CH2:23][CH3:24])=[CH:6]/[C:7]1[CH:12]=[CH:11][C:10]([O:13]CC2C=CC=CC=2)=[CH:9][C:8]=1[CH3:21])[CH3:2].B(F)(F)F.CCOCC.CSC, predict the reaction product. (6) Given the reactants [CH2:1]([NH:4][C:5]1[CH:6]=[CH:7][C:8]2[N:9]([C:11](Br)=[CH:12][N:13]=2)[N:10]=1)[CH:2]=[CH2:3].[CH2:15]([NH:18][C:19]([C:21]1[CH:26]=[CH:25][C:24](B(O)O)=[CH:23][CH:22]=1)=[O:20])[CH:16]=[CH2:17].C(O)CCC.C(=O)([O-])[O-].[Na+].[Na+], predict the reaction product. The product is: [CH2:15]([NH:18][C:19](=[O:20])[C:21]1[CH:26]=[CH:25][C:24]([C:11]2[N:9]3[N:10]=[C:5]([NH:4][CH2:1][CH:2]=[CH2:3])[CH:6]=[CH:7][C:8]3=[N:13][CH:12]=2)=[CH:23][CH:22]=1)[CH:16]=[CH2:17]. (7) Given the reactants [C:1]([C:4]1[C:12]2[C:7](=[CH:8][CH:9]=[C:10](Br)[CH:11]=2)[N:6]([CH2:14][C:15]([N:17]2[CH2:21][C@H:20]([F:22])[CH2:19][C@H:18]2[C:23]([NH:25][CH2:26][C:27]2[CH:32]=[CH:31][CH:30]=[C:29]([Cl:33])[C:28]=2[F:34])=[O:24])=[O:16])[CH:5]=1)(=[O:3])[CH3:2].C(N(CC)CC)C.[C:42]([Si:44]([CH3:47])([CH3:46])[CH3:45])#[CH:43], predict the reaction product. The product is: [C:1]([C:4]1[C:12]2[C:7](=[CH:8][CH:9]=[C:10]([C:43]#[C:42][Si:44]([CH3:47])([CH3:46])[CH3:45])[CH:11]=2)[N:6]([CH2:14][C:15]([N:17]2[CH2:21][C@H:20]([F:22])[CH2:19][C@H:18]2[C:23]([NH:25][CH2:26][C:27]2[CH:32]=[CH:31][CH:30]=[C:29]([Cl:33])[C:28]=2[F:34])=[O:24])=[O:16])[CH:5]=1)(=[O:3])[CH3:2]. (8) The product is: [CH:1]([O:4][C:5]([N:7]1[CH2:12][CH2:11][CH:10]([O:13][C@@H:14]([C:16]2[N:20]=[C:19]([C:21]3[CH:22]=[N:23][C:24]([N:37]4[CH2:38][C@H:39]([C:40]5[CH:45]=[C:44]([F:46])[C:43]([F:47])=[CH:42][C:41]=5[F:48])[C@@H:35]([NH:34][C:33]([O:32][C:28]([CH3:31])([CH3:30])[CH3:29])=[O:49])[CH2:36]4)=[N:25][CH:26]=3)[O:18][N:17]=2)[CH3:15])[CH2:9][CH2:8]1)=[O:6])([CH3:3])[CH3:2]. Given the reactants [CH:1]([O:4][C:5]([N:7]1[CH2:12][CH2:11][CH:10]([O:13][C@@H:14]([C:16]2[N:20]=[C:19]([C:21]3[CH:22]=[N:23][C:24](Cl)=[N:25][CH:26]=3)[O:18][N:17]=2)[CH3:15])[CH2:9][CH2:8]1)=[O:6])([CH3:3])[CH3:2].[C:28]([O:32][C:33](=[O:49])[NH:34][C@@H:35]1[C@@H:39]([C:40]2[CH:45]=[C:44]([F:46])[C:43]([F:47])=[CH:42][C:41]=2[F:48])[CH2:38][NH:37][CH2:36]1)([CH3:31])([CH3:30])[CH3:29].C1CCN2C(=NCCC2)CC1, predict the reaction product.